From a dataset of Full USPTO retrosynthesis dataset with 1.9M reactions from patents (1976-2016). Predict the reactants needed to synthesize the given product. (1) Given the product [Br:1][C:2]1[CH:14]=[CH:13][C:5]([O:6][CH2:7][CH2:8][CH2:9][C:10]([Cl:17])=[O:11])=[CH:4][CH:3]=1, predict the reactants needed to synthesize it. The reactants are: [Br:1][C:2]1[CH:14]=[CH:13][C:5]([O:6][CH2:7][CH2:8][CH2:9][C:10](O)=[O:11])=[CH:4][CH:3]=1.O=S(Cl)[Cl:17]. (2) Given the product [CH3:34][O:33][C:31]1[CH:30]=[C:28]([NH:29][CH:2]([C:18]2[CH:23]=[CH:22][CH:21]=[CH:20][CH:19]=2)[C:3]([C:5]2[C:13]3[C:8](=[CH:9][CH:10]=[C:11]([CH2:14][CH2:15][CH2:16][OH:17])[CH:12]=3)[NH:7][CH:6]=2)=[O:4])[CH:27]=[C:26]([O:25][CH3:24])[CH:32]=1, predict the reactants needed to synthesize it. The reactants are: Br[CH:2]([C:18]1[CH:23]=[CH:22][CH:21]=[CH:20][CH:19]=1)[C:3]([C:5]1[C:13]2[C:8](=[CH:9][CH:10]=[C:11]([CH2:14][CH2:15][CH2:16][OH:17])[CH:12]=2)[NH:7][CH:6]=1)=[O:4].[CH3:24][O:25][C:26]1[CH:27]=[C:28]([CH:30]=[C:31]([O:33][CH3:34])[CH:32]=1)[NH2:29].C(N(CC)CC)C.Cl. (3) Given the product [CH2:65]([C@H:58]([NH:57][C:10]([C@@H:9]1[CH2:13][C@H:14]([F:16])[CH2:15][N:8]1[C:6]([O:5][C:2]([CH3:1])([CH3:3])[CH3:4])=[O:7])=[O:12])/[CH:59]=[CH:60]/[C:61]([O:63][CH3:64])=[O:62])[CH3:66], predict the reactants needed to synthesize it. The reactants are: [CH3:1][C:2]([O:5][C:6]([N:8]1[CH2:15][C@@H:14]([F:16])[CH2:13][C@H:9]1[C:10]([OH:12])=O)=[O:7])([CH3:4])[CH3:3].CN(C(ON1N=NC2C=CC=NC1=2)=[N+](C)C)C.F[P-](F)(F)(F)(F)F.CCN(C(C)C)C(C)C.FC(F)(F)C(O)=O.[NH2:57][C@@H:58]([CH2:65][CH3:66])/[CH:59]=[CH:60]/[C:61]([O:63][CH3:64])=[O:62]. (4) Given the product [Cl:9][C:6]1[CH:7]=[CH:8][C:3]([O:2][P:1]([NH:38][C@@H:37]([CH3:39])[C:36]([O:35][CH2:33][CH3:34])=[O:40])([O:20][C:19]2[C:14]([F:13])=[C:15]([F:24])[C:16]([F:23])=[C:17]([F:22])[C:18]=2[F:21])=[O:10])=[CH:4][CH:5]=1, predict the reactants needed to synthesize it. The reactants are: [P:1](Cl)(Cl)(=[O:10])[O:2][C:3]1[CH:8]=[CH:7][C:6]([Cl:9])=[CH:5][CH:4]=1.[F:13][C:14]1[C:19]([OH:20])=[C:18]([F:21])[C:17]([F:22])=[C:16]([F:23])[C:15]=1[F:24].C(N(CC)CC)C.Cl.[CH2:33]([O:35][C:36](=[O:40])[C@H:37]([CH3:39])[NH2:38])[CH3:34].